The task is: Regression. Given a peptide amino acid sequence and an MHC pseudo amino acid sequence, predict their binding affinity value. This is MHC class I binding data.. This data is from Peptide-MHC class I binding affinity with 185,985 pairs from IEDB/IMGT. (1) The peptide sequence is RGAPERQRL. The MHC is HLA-B27:05 with pseudo-sequence HLA-B27:05. The binding affinity (normalized) is 0.0728. (2) The peptide sequence is AYQPTRWFI. The MHC is HLA-A31:01 with pseudo-sequence HLA-A31:01. The binding affinity (normalized) is 0.227. (3) The peptide sequence is SFSLESDSIK. The MHC is HLA-A11:01 with pseudo-sequence HLA-A11:01. The binding affinity (normalized) is 0.197. (4) The peptide sequence is CLSDEINHV. The MHC is HLA-A23:01 with pseudo-sequence HLA-A23:01. The binding affinity (normalized) is 0.0847. (5) The peptide sequence is LVQPGRSL. The MHC is HLA-A29:02 with pseudo-sequence HLA-A29:02. The binding affinity (normalized) is 0. (6) The peptide sequence is RECGARVIL. The MHC is HLA-A68:02 with pseudo-sequence HLA-A68:02. The binding affinity (normalized) is 0.0847. (7) The peptide sequence is KQINPPTVY. The MHC is HLA-A68:02 with pseudo-sequence HLA-A68:02. The binding affinity (normalized) is 0.0847.